This data is from Full USPTO retrosynthesis dataset with 1.9M reactions from patents (1976-2016). The task is: Predict the reactants needed to synthesize the given product. (1) The reactants are: CS(O[CH2:6][CH:7]([CH2:12][N:13]1[CH2:18][CH2:17][O:16][CH:15]([C:19]2[CH:24]=[CH:23][CH:22]=[C:21]([C:25]([F:28])([F:27])[F:26])[CH:20]=2)[CH2:14]1)[C:8]([F:11])([F:10])[F:9])(=O)=O.[C-]#N.[Na+].[CH3:32][N:33](C=O)C. Given the product [F:9][C:8]([F:11])([F:10])[CH:7]([CH2:12][N:13]1[CH2:18][CH2:17][O:16][CH:15]([C:19]2[CH:24]=[CH:23][CH:22]=[C:21]([C:25]([F:28])([F:27])[F:26])[CH:20]=2)[CH2:14]1)[CH2:6][C:32]#[N:33], predict the reactants needed to synthesize it. (2) Given the product [Si:19]([O:18][C@H:12]([C@H:13]([CH3:17])[C:14]([NH:44][CH:45]([CH3:50])[CH3:46])=[O:15])[CH2:11][N:10]([CH3:26])[C:8](=[O:9])[O:7][C:3]([CH3:6])([CH3:4])[CH3:5])([C:22]([CH3:24])([CH3:23])[CH3:25])([CH3:21])[CH3:20], predict the reactants needed to synthesize it. The reactants are: N#N.[C:3]([O:7][C:8]([N:10]([CH3:26])[CH2:11][CH:12]([O:18][Si:19]([C:22]([CH3:25])([CH3:24])[CH3:23])([CH3:21])[CH3:20])[CH:13]([CH3:17])[C:14](O)=[O:15])=[O:9])([CH3:6])([CH3:5])[CH3:4].C1CN([P+](O[N:44]2N=N[C:46]3C=CC=[CH:50][C:45]2=3)(N2CCCC2)N2CCCC2)CC1.F[P-](F)(F)(F)(F)F.C(N(C(C)C)CC)(C)C.C(N)(C)C.